Task: Regression. Given two drug SMILES strings and cell line genomic features, predict the synergy score measuring deviation from expected non-interaction effect.. Dataset: NCI-60 drug combinations with 297,098 pairs across 59 cell lines (1) Drug 1: CC1=C2C(C(=O)C3(C(CC4C(C3C(C(C2(C)C)(CC1OC(=O)C(C(C5=CC=CC=C5)NC(=O)OC(C)(C)C)O)O)OC(=O)C6=CC=CC=C6)(CO4)OC(=O)C)OC)C)OC. Drug 2: CC1CCCC2(C(O2)CC(NC(=O)CC(C(C(=O)C(C1O)C)(C)C)O)C(=CC3=CSC(=N3)C)C)C. Cell line: 786-0. Synergy scores: CSS=52.1, Synergy_ZIP=5.51, Synergy_Bliss=5.04, Synergy_Loewe=-2.54, Synergy_HSA=4.94. (2) Drug 1: C1=CC(=CC=C1CCC2=CNC3=C2C(=O)NC(=N3)N)C(=O)NC(CCC(=O)O)C(=O)O. Drug 2: C1=NC2=C(N=C(N=C2N1C3C(C(C(O3)CO)O)F)Cl)N. Cell line: MALME-3M. Synergy scores: CSS=23.2, Synergy_ZIP=-1.84, Synergy_Bliss=-1.41, Synergy_Loewe=-0.789, Synergy_HSA=0.437. (3) Cell line: SF-268. Drug 2: CCC(=C(C1=CC=CC=C1)C2=CC=C(C=C2)OCCN(C)C)C3=CC=CC=C3.C(C(=O)O)C(CC(=O)O)(C(=O)O)O. Drug 1: CN(CC1=CN=C2C(=N1)C(=NC(=N2)N)N)C3=CC=C(C=C3)C(=O)NC(CCC(=O)O)C(=O)O. Synergy scores: CSS=26.4, Synergy_ZIP=0.492, Synergy_Bliss=1.78, Synergy_Loewe=-31.5, Synergy_HSA=-6.55. (4) Drug 1: C1=CC(=CC=C1CCC2=CNC3=C2C(=O)NC(=N3)N)C(=O)NC(CCC(=O)O)C(=O)O. Drug 2: C1C(C(OC1N2C=NC3=C(N=C(N=C32)Cl)N)CO)O. Cell line: SK-OV-3. Synergy scores: CSS=30.4, Synergy_ZIP=-2.58, Synergy_Bliss=-7.90, Synergy_Loewe=-16.9, Synergy_HSA=-8.26. (5) Drug 1: CC1C(C(CC(O1)OC2CC(CC3=C2C(=C4C(=C3O)C(=O)C5=C(C4=O)C(=CC=C5)OC)O)(C(=O)CO)O)N)O.Cl. Drug 2: CS(=O)(=O)OCCCCOS(=O)(=O)C. Cell line: A549. Synergy scores: CSS=12.1, Synergy_ZIP=-3.16, Synergy_Bliss=-0.763, Synergy_Loewe=-2.89, Synergy_HSA=-2.73. (6) Drug 1: CC1=C(C(CCC1)(C)C)C=CC(=CC=CC(=CC(=O)O)C)C. Drug 2: CC1=C2C(C(=O)C3(C(CC4C(C3C(C(C2(C)C)(CC1OC(=O)C(C(C5=CC=CC=C5)NC(=O)OC(C)(C)C)O)O)OC(=O)C6=CC=CC=C6)(CO4)OC(=O)C)O)C)O. Cell line: PC-3. Synergy scores: CSS=19.7, Synergy_ZIP=12.9, Synergy_Bliss=13.9, Synergy_Loewe=6.81, Synergy_HSA=5.65.